From a dataset of Catalyst prediction with 721,799 reactions and 888 catalyst types from USPTO. Predict which catalyst facilitates the given reaction. (1) The catalyst class is: 5. Product: [CH3:25][C:22]1[C:21]([C:26]2[CH:27]=[CH:28][CH:29]=[CH:30][CH:31]=2)=[C:20]([NH:10][S:7]([C:1]2[CH:6]=[CH:5][CH:4]=[CH:3][CH:2]=2)(=[O:8])=[O:9])[O:24][N:23]=1. Reactant: [C:1]1([S:7]([N:10]([C:20]2[O:24][N:23]=[C:22]([CH3:25])[C:21]=2[C:26]2[CH:31]=[CH:30][CH:29]=[CH:28][CH:27]=2)S(C2C=CC=CC=2)(=O)=O)(=[O:9])=[O:8])[CH:6]=[CH:5][CH:4]=[CH:3][CH:2]=1.[OH-].[K+].[OH-].[Na+]. (2) Reactant: [CH:1]([C:3]1[CH:4]=[C:5]([CH:10]=[CH:11][C:12]=1[O:13][CH3:14])[C:6]([O:8][CH3:9])=[O:7])=[O:2].S(=O)(=O)([OH:17])N.Cl([O-])=O.[Na+].CCOC(C)=O. Product: [CH3:14][O:13][C:12]1[CH:11]=[CH:10][C:5]([C:6]([O:8][CH3:9])=[O:7])=[CH:4][C:3]=1[C:1]([OH:17])=[O:2]. The catalyst class is: 38. (3) Reactant: Br[CH:2]([CH3:4])[CH3:3].C(=O)([O-])[O-].[K+].[K+].[F:11][C:12]1[C:17]([OH:18])=[CH:16][N:15]=[C:14]2[N:19]([Si:22]([CH:29]([CH3:31])[CH3:30])([CH:26]([CH3:28])[CH3:27])[CH:23]([CH3:25])[CH3:24])[CH:20]=[CH:21][C:13]=12. Product: [F:11][C:12]1[C:17]([O:18][CH:2]([CH3:4])[CH3:3])=[CH:16][N:15]=[C:14]2[N:19]([Si:22]([CH:26]([CH3:28])[CH3:27])([CH:29]([CH3:31])[CH3:30])[CH:23]([CH3:24])[CH3:25])[CH:20]=[CH:21][C:13]=12. The catalyst class is: 3. (4) Reactant: [Br:1][C:2]1[CH:8]=[CH:7][C:5]([NH2:6])=[CH:4][CH:3]=1.[C:9]1([CH:15]2[CH2:20][C:19](=O)[O:18][C:16]2=[O:17])[CH:14]=[CH:13][CH:12]=[CH:11][CH:10]=1. Product: [Br:1][C:2]1[CH:8]=[CH:7][C:5]([N:6]2[C:19](=[O:18])[CH2:20][CH:15]([C:9]3[CH:14]=[CH:13][CH:12]=[CH:11][CH:10]=3)[C:16]2=[O:17])=[CH:4][CH:3]=1. The catalyst class is: 48. (5) Reactant: [C:1]([OH:7])([C:3]([F:6])([F:5])[F:4])=[O:2].[CH3:8][C:9]1([C:12]2[CH:13]=[C:14]3[C:18](=[CH:19][CH:20]=2)[N:17](C2CCCCO2)[N:16]=[C:15]3[C:27]2[N:32]=[C:31]([O:33][C@H:34]3[CH2:41][N:40](C(OC(C)(C)C)=O)[CH2:39][CH2:38][C:35]43[CH2:37][CH2:36]4)[CH:30]=[N:29][CH:28]=2)[CH2:11][CH2:10]1. Product: [F:4][C:3]([F:6])([F:5])[C:1]([OH:7])=[O:2].[CH2:37]1[C:35]2([CH2:38][CH2:39][NH:40][CH2:41][C@@H:34]2[O:33][C:31]2[N:32]=[C:27]([C:15]3[C:14]4[C:18](=[CH:19][CH:20]=[C:12]([C:9]5([CH3:8])[CH2:11][CH2:10]5)[CH:13]=4)[NH:17][N:16]=3)[CH:28]=[N:29][CH:30]=2)[CH2:36]1. The catalyst class is: 2. (6) Reactant: [Br:1][C:2]1[CH:3]=[C:4]([CH:11]=[CH:12][C:13]=1[O:14][CH:15]([CH3:17])[CH3:16])[C:5]([O:7]C(C)C)=[O:6]. Product: [Br:1][C:2]1[CH:3]=[C:4]([CH:11]=[CH:12][C:13]=1[O:14][CH:15]([CH3:17])[CH3:16])[C:5]([OH:7])=[O:6]. The catalyst class is: 494. (7) Reactant: [C:1]([O:5][CH2:6][CH2:7][NH:8][C:9]1[N:17]=[CH:16][C:15]([Cl:18])=[CH:14][C:10]=1[C:11]([OH:13])=O)([CH3:4])([CH3:3])[CH3:2].[CH3:19][C:20]([NH2:24])([C:22]#[CH:23])[CH3:21].C1C=CC2N(O)N=NC=2C=1.CCN=C=NCCCN(C)C.CCN(C(C)C)C(C)C. Product: [C:1]([O:5][CH2:6][CH2:7][NH:8][C:9]1[N:17]=[CH:16][C:15]([Cl:18])=[CH:14][C:10]=1[C:11]([NH:24][C:20]([CH3:21])([C:22]#[CH:23])[CH3:19])=[O:13])([CH3:2])([CH3:3])[CH3:4]. The catalyst class is: 2. (8) Reactant: [OH:1][C@H:2]1[CH2:7][CH2:6][C@H:5]([C:8]([OH:10])=[O:9])[CH2:4][CH2:3]1.[C:11]([O-])([O-])=O.[K+].[K+].IC. Product: [CH3:11][O:9][C:8]([C@H:5]1[CH2:6][CH2:7][C@H:2]([OH:1])[CH2:3][CH2:4]1)=[O:10]. The catalyst class is: 31. (9) Reactant: Cl.[CH3:2][O:3][C@H:4]1[C@@H:9]([NH:10][C:11](=[O:20])[O:12][CH2:13][C:14]2[CH:19]=[CH:18][CH:17]=[CH:16][CH:15]=2)[CH2:8][CH2:7][NH:6][CH2:5]1.Cl[C:22]1[CH:23]=[C:24]([CH:29]=[C:30]([F:32])[CH:31]=1)[C:25]([O:27][CH3:28])=[O:26].C1C=CC(P(C2C(C3C(P(C4C=CC=CC=4)C4C=CC=CC=4)=CC=C4C=3C=CC=C4)=C3C(C=CC=C3)=CC=2)C2C=CC=CC=2)=CC=1.C(=O)([O-])[O-].[Cs+].[Cs+]. Product: [CH2:13]([O:12][C:11]([NH:10][C@H:9]1[CH2:8][CH2:7][N:6]([C:22]2[CH:23]=[C:24]([CH:29]=[C:30]([F:32])[CH:31]=2)[C:25]([O:27][CH3:28])=[O:26])[CH2:5][C@H:4]1[O:3][CH3:2])=[O:20])[C:14]1[CH:19]=[CH:18][CH:17]=[CH:16][CH:15]=1. The catalyst class is: 167. (10) Reactant: [F:1][C:2]1[CH:22]=[CH:21][C:5]2[N:6]([CH2:9][C:10]3[CH:20]=[CH:19][C:13]4[N:14]=[C:15]([S:17][CH3:18])[S:16][C:12]=4[CH:11]=3)[CH:7]=[N:8][C:4]=2[CH:3]=1.ClC1C=CC=C(C(OO)=[O:31])C=1. Product: [F:1][C:2]1[CH:22]=[CH:21][C:5]2[N:6]([CH2:9][C:10]3[CH:20]=[CH:19][C:13]4[N:14]=[C:15]([S:17]([CH3:18])=[O:31])[S:16][C:12]=4[CH:11]=3)[CH:7]=[N:8][C:4]=2[CH:3]=1. The catalyst class is: 91.